This data is from Full USPTO retrosynthesis dataset with 1.9M reactions from patents (1976-2016). The task is: Predict the reactants needed to synthesize the given product. (1) Given the product [C:34]([N:31]1[CH2:30][CH2:29][C:28]([CH2:27][NH:26][C:4]2[N:5]=[C:6]([O:25][C:22]3[CH:21]=[CH:20][C:19]([O:12][C:13]4[CH:18]=[CH:17][CH:16]=[CH:15][CH:14]=4)=[CH:24][CH:23]=3)[C:7]([C:8]([NH2:10])=[O:9])=[CH:2][N:48]=2)([F:41])[CH2:33][CH2:32]1)(=[O:36])[CH:43]=[CH2:44], predict the reactants needed to synthesize it. The reactants are: Cl[C:2]1[C:7]([C:8]([NH2:10])=[O:9])=[CH:6][N:5]=[C:4](Cl)C=1.[O:12]([C:19]1[CH:24]=[CH:23][C:22]([OH:25])=[CH:21][CH:20]=1)[C:13]1[CH:18]=[CH:17][CH:16]=[CH:15][CH:14]=1.[NH2:26][CH2:27][C:28]1([F:41])[CH2:33][CH2:32][N:31]([C:34]([O:36]C(C)(C)C)=O)[CH2:30][CH2:29]1.C(O)(=O)[CH:43]=[CH2:44].C(C1C=CC(C2CCN(C(OC(C)(C)C)=O)CC=2)=NC=1NC1C=CC(CCN2CCCC2)=CC=1)(=O)[NH2:48]. (2) The reactants are: [NH2:1][CH2:2][C:3]1[C:4]([C:8]2[N:12]([C:13]3[CH:18]=[CH:17][C:16]([F:19])=[C:15]([Cl:20])[CH:14]=3)C(=O)[O:10][N:9]=2)=[N:5][O:6][N:7]=1.[C:22]1([S:28](Cl)(=[O:30])=[O:29])[CH:27]=[CH:26][CH:25]=[CH:24][CH:23]=1. Given the product [C:22]1([S:28]([NH:1][CH2:2][C:3]2[C:4]([C:8]([NH:12][C:13]3[CH:18]=[CH:17][C:16]([F:19])=[C:15]([Cl:20])[CH:14]=3)=[N:9][OH:10])=[N:5][O:6][N:7]=2)(=[O:30])=[O:29])[CH:27]=[CH:26][CH:25]=[CH:24][CH:23]=1, predict the reactants needed to synthesize it. (3) Given the product [C:51](=[O:62])([O:52][C:53]1[CH:54]=[CH:55][C:56]([N+:59]([O-:61])=[O:60])=[CH:57][CH:58]=1)[O:31][CH2:30][C:27]1[CH:28]=[CH:29][C:24]([NH:23][C:21](=[O:22])[C@@H:20]([NH:19][C:17](=[O:18])[C@@H:16]([NH:15][C:13](=[O:14])[CH2:12][CH2:11][CH2:10][CH2:9][CH2:8][N:3]2[C:4](=[O:7])[CH:5]=[CH:6][C:2]2=[O:1])[CH:39]([CH3:41])[CH3:40])[CH2:32][CH2:33][CH2:34][NH:35][C:36]([NH2:38])=[O:37])=[CH:25][CH:26]=1, predict the reactants needed to synthesize it. The reactants are: [O:1]=[C:2]1[CH:6]=[CH:5][C:4](=[O:7])[N:3]1[CH2:8][CH2:9][CH2:10][CH2:11][CH2:12][C:13]([NH:15][C@@H:16]([CH:39]([CH3:41])[CH3:40])[C:17]([NH:19][C@@H:20]([CH2:32][CH2:33][CH2:34][NH:35][C:36]([NH2:38])=[O:37])[C:21]([NH:23][C:24]1[CH:29]=[CH:28][C:27]([CH2:30][OH:31])=[CH:26][CH:25]=1)=[O:22])=[O:18])=[O:14].C(N(CC)C(C)C)(C)C.[C:51](=O)([O:62]C1C=CC([N+]([O-])=O)=CC=1)[O:52][C:53]1[CH:58]=[CH:57][C:56]([N+:59]([O-:61])=[O:60])=[CH:55][CH:54]=1. (4) Given the product [Cl:10][C:11]1[CH:19]=[CH:18][C:14]([C:15]([NH:4][C:3]2[CH:5]=[CH:6][C:7]([I:9])=[CH:8][C:2]=2[F:1])=[O:16])=[CH:13][N:12]=1, predict the reactants needed to synthesize it. The reactants are: [F:1][C:2]1[CH:8]=[C:7]([I:9])[CH:6]=[CH:5][C:3]=1[NH2:4].[Cl:10][C:11]1[CH:19]=[CH:18][C:14]([C:15](Cl)=[O:16])=[CH:13][N:12]=1.ClC1C=CC(C(NC2C=CC(I)=C(C)C=2)=O)=CN=1.